Predict the reactants needed to synthesize the given product. From a dataset of Full USPTO retrosynthesis dataset with 1.9M reactions from patents (1976-2016). (1) Given the product [OH:1][C:2]1[CH:3]=[CH:4][C:5]([C:16](=[O:19])[CH2:17][CH3:18])=[C:6]2[C:11]=1[N:10]=[CH:9][CH:8]=[CH:7]2, predict the reactants needed to synthesize it. The reactants are: [OH:1][C:2]1[CH:3]=[CH:4][CH:5]=[C:6]2[C:11]=1[N:10]=[CH:9][CH:8]=[CH:7]2.[Cl-].[Al+3].[Cl-].[Cl-].[C:16](Cl)(=[O:19])[CH2:17][CH3:18].Cl. (2) Given the product [F:1][C:2]1[CH:10]=[CH:9][CH:8]=[C:7]2[C:3]=1[CH2:4][CH2:5][N:6]2[C:16]([O:15][C:12]([CH3:14])([CH3:13])[CH3:11])=[O:17], predict the reactants needed to synthesize it. The reactants are: [F:1][C:2]1[CH:10]=[CH:9][CH:8]=[C:7]2[C:3]=1[CH2:4][CH2:5][NH:6]2.[CH3:11][C:12]([O:15][C:16](O[C:16]([O:15][C:12]([CH3:14])([CH3:13])[CH3:11])=[O:17])=[O:17])([CH3:14])[CH3:13].CCN(C(C)C)C(C)C. (3) The reactants are: I[C:2]1[C:10]2[C:5](=[N:6][CH:7]=[N:8][C:9]=2[NH2:11])[N:4]([CH:12]([C:14]2[CH:15]=[C:16]3[N:21]([C:22]=2[C:23]2[CH:28]=[CH:27][CH:26]=[CH:25][N:24]=2)[CH:20]=[CH:19][CH:18]=[CH:17]3)[CH3:13])[N:3]=1.[OH:29][C:30]1[CH:31]=[C:32](B(O)O)[CH:33]=[C:34]([C:36]([F:39])([F:38])[F:37])[CH:35]=1.CCO.C([O-])([O-])=O.[Na+].[Na+]. Given the product [NH2:11][C:9]1[N:8]=[CH:7][N:6]=[C:5]2[N:4]([CH:12]([C:14]3[CH:15]=[C:16]4[N:21]([C:22]=3[C:23]3[CH:28]=[CH:27][CH:26]=[CH:25][N:24]=3)[CH:20]=[CH:19][CH:18]=[CH:17]4)[CH3:13])[N:3]=[C:2]([C:32]3[CH:31]=[C:30]([OH:29])[CH:35]=[C:34]([C:36]([F:39])([F:37])[F:38])[CH:33]=3)[C:10]=12, predict the reactants needed to synthesize it. (4) Given the product [C:32]([O:31][C:29]([C:28]1[C:27]([OH:36])=[C:26]([C:44]([F:46])([F:47])[F:45])[CH:25]=[CH:24][C:23]=1[CH2:22][O:20][C:17]1[CH:16]=[CH:15][C:14]([C:5]2[CH:6]=[CH:7][C:8]([CH2:9][C:10]([OH:12])=[O:11])=[C:3]([CH2:1][CH3:2])[CH:4]=2)=[CH:19][CH:18]=1)=[O:30])([CH3:33])([CH3:35])[CH3:34], predict the reactants needed to synthesize it. The reactants are: [CH2:1]([C:3]1[CH:4]=[C:5]([C:14]2[CH:19]=[CH:18][C:17]([OH:20])=[CH:16][CH:15]=2)[CH:6]=[CH:7][C:8]=1[CH2:9][C:10]([O:12]C)=[O:11])[CH3:2].Br[CH2:22][C:23]1[C:28]([C:29]([O:31][C:32]([CH3:35])([CH3:34])[CH3:33])=[O:30])=[C:27]([O:36]C(OC(C)(C)C)=O)[C:26]([C:44]([F:47])([F:46])[F:45])=[CH:25][CH:24]=1.